Dataset: NCI-60 drug combinations with 297,098 pairs across 59 cell lines. Task: Regression. Given two drug SMILES strings and cell line genomic features, predict the synergy score measuring deviation from expected non-interaction effect. (1) Drug 1: CCC(=C(C1=CC=CC=C1)C2=CC=C(C=C2)OCCN(C)C)C3=CC=CC=C3.C(C(=O)O)C(CC(=O)O)(C(=O)O)O. Drug 2: C(CCl)NC(=O)N(CCCl)N=O. Cell line: U251. Synergy scores: CSS=32.7, Synergy_ZIP=-9.86, Synergy_Bliss=-2.20, Synergy_Loewe=-4.65, Synergy_HSA=-1.83. (2) Drug 1: CS(=O)(=O)C1=CC(=C(C=C1)C(=O)NC2=CC(=C(C=C2)Cl)C3=CC=CC=N3)Cl. Drug 2: C1=CN(C=N1)CC(O)(P(=O)(O)O)P(=O)(O)O. Cell line: RXF 393. Synergy scores: CSS=21.9, Synergy_ZIP=-3.24, Synergy_Bliss=3.44, Synergy_Loewe=6.13, Synergy_HSA=6.40. (3) Drug 1: C1=C(C(=O)NC(=O)N1)N(CCCl)CCCl. Drug 2: C#CCC(CC1=CN=C2C(=N1)C(=NC(=N2)N)N)C3=CC=C(C=C3)C(=O)NC(CCC(=O)O)C(=O)O. Cell line: EKVX. Synergy scores: CSS=8.05, Synergy_ZIP=-5.18, Synergy_Bliss=-0.262, Synergy_Loewe=-2.32, Synergy_HSA=0.402. (4) Drug 1: CCC1=C2CN3C(=CC4=C(C3=O)COC(=O)C4(CC)O)C2=NC5=C1C=C(C=C5)O. Drug 2: CC1C(C(CC(O1)OC2CC(CC3=C2C(=C4C(=C3O)C(=O)C5=CC=CC=C5C4=O)O)(C(=O)C)O)N)O. Cell line: A549. Synergy scores: CSS=62.4, Synergy_ZIP=-2.80, Synergy_Bliss=-2.67, Synergy_Loewe=0.888, Synergy_HSA=2.83. (5) Drug 1: CC1=C(C(CCC1)(C)C)C=CC(=CC=CC(=CC(=O)O)C)C. Drug 2: C1CC(=O)NC(=O)C1N2C(=O)C3=CC=CC=C3C2=O. Cell line: NCI-H460. Synergy scores: CSS=-4.88, Synergy_ZIP=1.48, Synergy_Bliss=-2.04, Synergy_Loewe=-4.62, Synergy_HSA=-5.10.